From a dataset of Catalyst prediction with 721,799 reactions and 888 catalyst types from USPTO. Predict which catalyst facilitates the given reaction. Reactant: Cl[C:2]1[CH:30]=[CH:29][C:5]([O:6][C:7]2[CH:12]=[CH:11][C:10](N3C=C(C4C=CC=CC=4O)N=C3CC(C)C)=[CH:9][CH:8]=2)=[CH:4][CH:3]=1.C([O-])([O-])=O.[Cs+].[Cs+].S([O-])(=O)(=O)C. Product: [C:7]1([O:6][C:5]2[CH:4]=[CH:3][CH:2]=[CH:30][CH:29]=2)[CH:8]=[CH:9][CH:10]=[CH:11][CH:12]=1. The catalyst class is: 18.